From a dataset of Full USPTO retrosynthesis dataset with 1.9M reactions from patents (1976-2016). Predict the reactants needed to synthesize the given product. (1) Given the product [F:34][C:32]1[CH:31]=[C:30]([F:35])[CH:29]=[C:28]2[C:33]=1[C:24]([NH:22][C:11]1[C:10]([C:4]3[CH:5]=[CH:6][C:7]([O:8][CH3:9])=[C:2]([F:1])[CH:3]=3)=[CH:15][N:14]=[C:13]([N:16]3[CH2:21][CH2:20][O:19][CH2:18][CH2:17]3)[CH:12]=1)=[C:25]([CH3:42])[C:26]([C:36]1[CH:41]=[CH:40][CH:39]=[CH:38][N:37]=1)=[N:27]2, predict the reactants needed to synthesize it. The reactants are: [F:1][C:2]1[CH:3]=[C:4]([C:10]2[C:11]([NH2:22])=[CH:12][C:13]([N:16]3[CH2:21][CH2:20][O:19][CH2:18][CH2:17]3)=[N:14][CH:15]=2)[CH:5]=[CH:6][C:7]=1[O:8][CH3:9].Cl[C:24]1[C:33]2[C:28](=[CH:29][C:30]([F:35])=[CH:31][C:32]=2[F:34])[N:27]=[C:26]([C:36]2[CH:41]=[CH:40][CH:39]=[CH:38][N:37]=2)[C:25]=1[CH3:42].C1(P(C2CCCCC2)C2(CCC)CC(CCC)=CC(CCC)=C2C2C=CC=CC=2)CCCCC1.CC(C1C=C(C(C)C)C(C2C=CC=CC=2P(C2CCCCC2)C2CCCCC2)=C(C(C)C)C=1)C.CC(C)([O-])C.[Na+]. (2) The reactants are: [N:1]1[C:10]2[C:5](=[CH:6][CH:7]=[CH:8][CH:9]=2)[CH:4]=[C:3]([C:11]2[CH:12]=[CH:13][C:14]3[N:15]([C:17]([CH:20]=O)=[CH:18][N:19]=3)[CH:16]=2)[CH:2]=1.[CH3:22][NH:23][NH2:24].[CH3:25][C:26]1[CH:31]=[CH:30][C:29]([N+:32]([O-:34])=[O:33])=[CH:28][C:27]=1[S:35](Cl)(=[O:37])=[O:36]. Given the product [CH3:22][N:23]([S:35]([C:27]1[CH:28]=[C:29]([N+:32]([O-:34])=[O:33])[CH:30]=[CH:31][C:26]=1[CH3:25])(=[O:36])=[O:37])[N:24]=[CH:20][C:17]1[N:15]2[CH:16]=[C:11]([C:3]3[CH:2]=[N:1][C:10]4[C:5]([CH:4]=3)=[CH:6][CH:7]=[CH:8][CH:9]=4)[CH:12]=[CH:13][C:14]2=[N:19][CH:18]=1, predict the reactants needed to synthesize it. (3) Given the product [C:12]([CH:3]([CH:7]([CH:9]1[CH2:10][CH2:11]1)[CH3:8])[C:4]([OH:6])=[O:5])#[N:13], predict the reactants needed to synthesize it. The reactants are: C([C:3]([C:12]#[N:13])([CH:7]([CH:9]1[CH2:11][CH2:10]1)[CH3:8])[C:4]([OH:6])=[O:5])C.CO.[OH-].[Na+]. (4) Given the product [C:12]([NH:16][C:2]1[N:10]=[CH:9][C:8]([F:11])=[CH:7][C:3]=1[C:4]([OH:6])=[O:5])([CH3:15])([CH3:14])[CH3:13], predict the reactants needed to synthesize it. The reactants are: F[C:2]1[N:10]=[CH:9][C:8]([F:11])=[CH:7][C:3]=1[C:4]([OH:6])=[O:5].[C:12]([NH2:16])([CH3:15])([CH3:14])[CH3:13]. (5) Given the product [C:1]([O:5][C:6](=[O:10])[CH2:7][CH2:8][NH:9][S:26]([C:24]1[S:25][C:21]([Cl:20])=[CH:22][CH:23]=1)(=[O:28])=[O:27])([CH3:4])([CH3:3])[CH3:2], predict the reactants needed to synthesize it. The reactants are: [C:1]([O:5][C:6](=[O:10])[CH2:7][CH2:8][NH2:9])([CH3:4])([CH3:3])[CH3:2].C(N(C(C)C)CC)(C)C.[Cl:20][C:21]1[S:25][C:24]([S:26](Cl)(=[O:28])=[O:27])=[CH:23][CH:22]=1.